Task: Predict the reactants needed to synthesize the given product.. Dataset: Full USPTO retrosynthesis dataset with 1.9M reactions from patents (1976-2016) Given the product [CH2:1]([C:3]([C:4]1[CH2:8][CH:7]=[CH:6][CH:5]=1)([CH3:11])[CH2:9][CH3:10])[CH3:2], predict the reactants needed to synthesize it. The reactants are: [CH2:1]([C:3]([CH2:9][CH3:10])=[C:4]1[CH:8]=[CH:7][CH:6]=[CH:5]1)[CH3:2].[CH3:11][Li].O.